This data is from Catalyst prediction with 721,799 reactions and 888 catalyst types from USPTO. The task is: Predict which catalyst facilitates the given reaction. (1) Reactant: [Br:1][C:2]1[CH:3]=[C:4]([C:14]([OH:16])=O)[C:5]2[CH:10]=[N:9][N:8]([CH:11]([CH3:13])[CH3:12])[C:6]=2[N:7]=1.[NH2:17][CH2:18][C:19]1[C:24](=[O:25])[CH:23]=[C:22]([CH3:26])[NH:21][C:20]=1[CH3:27].C1CN([P+](ON2N=NC3C=CC=CC2=3)(N2CCCC2)N2CCCC2)CC1.F[P-](F)(F)(F)(F)F. Product: [Br:1][C:2]1[CH:3]=[C:4]([C:14]([NH:17][CH2:18][C:19]2[C:24](=[O:25])[CH:23]=[C:22]([CH3:26])[NH:21][C:20]=2[CH3:27])=[O:16])[C:5]2[CH:10]=[N:9][N:8]([CH:11]([CH3:12])[CH3:13])[C:6]=2[N:7]=1. The catalyst class is: 16. (2) The catalyst class is: 4. Product: [Br:1][C:2]1[CH:11]=[C:10]2[C:5]([C:6]([NH:16][CH2:17][C:18]([CH3:21])([OH:20])[CH3:19])=[C:7]([N+:12]([O-:14])=[O:13])[CH:8]=[N:9]2)=[N:4][CH:3]=1. Reactant: [Br:1][C:2]1[CH:11]=[C:10]2[C:5]([C:6](Cl)=[C:7]([N+:12]([O-:14])=[O:13])[CH:8]=[N:9]2)=[N:4][CH:3]=1.[NH2:16][CH2:17][C:18]([CH3:21])([OH:20])[CH3:19]. (3) Product: [Cl:32][C:33]1[CH:34]=[C:35]([CH:38]=[CH:39][CH:40]=1)[CH2:36][N:13]1[C:14]2[C:10](=[CH:9][C:8]([N:5]3[CH2:4][CH2:3][N:2]([CH3:1])[CH2:7][CH2:6]3)=[CH:16][CH:15]=2)[C:11]([S:17]([C:20]2[C:29]3[C:24](=[CH:25][CH:26]=[CH:27][CH:28]=3)[CH:23]=[CH:22][CH:21]=2)(=[O:18])=[O:19])=[N:12]1. The catalyst class is: 18. Reactant: [CH3:1][N:2]1[CH2:7][CH2:6][N:5]([C:8]2[CH:9]=[C:10]3[C:14](=[CH:15][CH:16]=2)[NH:13][N:12]=[C:11]3[S:17]([C:20]2[C:29]3[C:24](=[CH:25][CH:26]=[CH:27][CH:28]=3)[CH:23]=[CH:22][CH:21]=2)(=[O:19])=[O:18])[CH2:4][CH2:3]1.[H-].[Na+].[Cl:32][C:33]1[CH:34]=[C:35]([CH:38]=[CH:39][CH:40]=1)[CH2:36]Cl. (4) Reactant: [NH2:1][CH2:2][C:3]1[CH:4]=[C:5]([C:9]2[CH:14]=[C:13]([N+:15]([O-:17])=[O:16])[CH:12]=[CH:11][C:10]=2[O:18][CH3:19])[CH:6]=[CH:7][CH:8]=1.[BH4-].[Na+].[CH3:22][C:23]([CH3:25])=O. Product: [CH:23]([NH:1][CH2:2][C:3]1[CH:4]=[C:5]([C:9]2[CH:14]=[C:13]([N+:15]([O-:17])=[O:16])[CH:12]=[CH:11][C:10]=2[O:18][CH3:19])[CH:6]=[CH:7][CH:8]=1)([CH3:25])[CH3:22]. The catalyst class is: 2.